From a dataset of Catalyst prediction with 721,799 reactions and 888 catalyst types from USPTO. Predict which catalyst facilitates the given reaction. (1) Reactant: [CH2:1]([O:8][CH2:9][C@H:10]([C@H:12]1[O:16][C:15](=[O:17])[C@H:14]([CH2:18][CH2:19][CH3:20])[CH2:13]1)[OH:11])[C:2]1[CH:7]=[CH:6][CH:5]=[CH:4][CH:3]=1.C(N(CC)CC)C.[CH3:28][S:29](Cl)(=[O:31])=[O:30].O. Product: [CH2:1]([O:8][CH2:9][C@@H:10]([O:11][S:29]([CH3:28])(=[O:31])=[O:30])[C@@H:12]1[CH2:13][C@@H:14]([CH2:18][CH2:19][CH3:20])[C:15](=[O:17])[O:16]1)[C:2]1[CH:3]=[CH:4][CH:5]=[CH:6][CH:7]=1. The catalyst class is: 2. (2) Reactant: C([O-])([O-])=O.[Cs+].[Cs+].[Cl:7][C:8]1[C:23]([F:24])=[CH:22][C:11]([C:12]([NH:14][C:15]2[CH:20]=[CH:19][NH:18][C:17](=[O:21])[CH:16]=2)=[O:13])=[C:10](F)[CH:9]=1.[Cl:26][C:27]1[CH:32]=[C:31]([F:33])[CH:30]=[CH:29][C:28]=1[OH:34]. Product: [Cl:7][C:8]1[C:23]([F:24])=[CH:22][C:11]([C:12]([NH:14][C:15]2[CH:20]=[CH:19][NH:18][C:17](=[O:21])[CH:16]=2)=[O:13])=[C:10]([O:34][C:28]2[CH:29]=[CH:30][C:31]([F:33])=[CH:32][C:27]=2[Cl:26])[CH:9]=1. The catalyst class is: 3. (3) Reactant: [CH3:1][O:2][C:3]1[CH:8]=[CH:7][C:6]([C:9]2[N:10]3[C:14]([CH2:15][C:16](=O)[CH:17]=2)=[CH:13][CH:12]=[CH:11]3)=[CH:5][CH:4]=1.NN.[OH-].[K+]. Product: [CH3:1][O:2][C:3]1[CH:4]=[CH:5][C:6]([CH:9]2[CH2:17][CH2:16][CH2:15][CH:14]3[N:10]2[CH2:11][CH2:12][CH2:13]3)=[CH:7][CH:8]=1. The catalyst class is: 831. (4) Reactant: [CH:1]1([C:7]2[C:8]3[CH:27]=[CH:26][C:25]([C:28]([O:30][CH3:31])=[O:29])=[CH:24][C:9]=3[N:10]3[C:16]=2[C:15]2[CH:17]=[CH:18][CH:19]=[C:20]([N+:21]([O-])=O)[C:14]=2[O:13][CH2:12][CH2:11]3)[CH2:6][CH2:5][CH2:4][CH2:3][CH2:2]1.[Cl-].[NH4+]. Product: [NH2:21][C:20]1[C:14]2[O:13][CH2:12][CH2:11][N:10]3[C:16](=[C:7]([CH:1]4[CH2:6][CH2:5][CH2:4][CH2:3][CH2:2]4)[C:8]4[CH:27]=[CH:26][C:25]([C:28]([O:30][CH3:31])=[O:29])=[CH:24][C:9]=43)[C:15]=2[CH:17]=[CH:18][CH:19]=1. The catalyst class is: 738. (5) Reactant: [Cl:1][C:2]1[CH:7]=[CH:6][C:5]([N:8]=[C:9]=[O:10])=[CH:4][C:3]=1[C:11]([F:14])([F:13])[F:12].[CH3:15][O:16][C:17]1[CH:23]=[CH:22][C:20]([NH2:21])=[CH:19][CH:18]=1. Product: [Cl:1][C:2]1[CH:7]=[CH:6][C:5]([NH:8][C:9]([NH:21][C:20]2[CH:22]=[CH:23][C:17]([O:16][CH3:15])=[CH:18][CH:19]=2)=[O:10])=[CH:4][C:3]=1[C:11]([F:12])([F:13])[F:14]. The catalyst class is: 4.